From a dataset of Reaction yield outcomes from USPTO patents with 853,638 reactions. Predict the reaction yield, written as a fraction of the theoretical maximum amount of product (1.0 means a 100% yield; for example, 0.34 means a 34% yield). The reactants are Br[C:2]1[C:10]2[N:9]=[CH:8][NH:7][C:6]=2[CH:5]=[CH:4][CH:3]=1.O.O.[I-:13].[Na+].CNCCNC. The catalyst is O1CCOCC1.O.N.[Cu]I. The product is [I:13][C:2]1[C:10]2[N:9]=[CH:8][NH:7][C:6]=2[CH:5]=[CH:4][CH:3]=1. The yield is 0.780.